From a dataset of Catalyst prediction with 721,799 reactions and 888 catalyst types from USPTO. Predict which catalyst facilitates the given reaction. (1) Reactant: [Cl:1][C:2]1[CH:7]=[C:6]([Cl:8])[N:5]=[C:4]([S:9][CH3:10])[N:3]=1.[Li+].CC([N-]C(C)C)C.[Cl:19][C:20]1[CH:27]=[CH:26][CH:25]=[CH:24][C:21]=1[CH:22]=[O:23]. Product: [Cl:19][C:20]1[CH:27]=[CH:26][CH:25]=[CH:24][C:21]=1[CH:22]([C:7]1[C:2]([Cl:1])=[N:3][C:4]([S:9][CH3:10])=[N:5][C:6]=1[Cl:8])[OH:23]. The catalyst class is: 1. (2) Reactant: [Cl:1][C:2]1[CH:3]=[C:4]([CH:12]=[CH:13][C:14]=1[Cl:15])[O:5][CH:6]1[CH2:11][CH2:10][NH:9][CH2:8][CH2:7]1.[CH:16]([CH:18]1[CH2:23][CH2:22][CH2:21][N:20]([C:24]([O:26][C:27]([CH3:30])([CH3:29])[CH3:28])=[O:25])[CH2:19]1)=O.C(O[BH-](OC(=O)C)OC(=O)C)(=O)C.[Na+].[OH-].[Na+]. Product: [NH3:9].[Cl:1][C:2]1[CH:3]=[C:4]([CH:12]=[CH:13][C:14]=1[Cl:15])[O:5][CH:6]1[CH2:11][CH2:10][N:9]([CH2:16][CH:18]2[CH2:23][CH2:22][CH2:21][N:20]([C:24]([O:26][C:27]([CH3:28])([CH3:30])[CH3:29])=[O:25])[CH2:19]2)[CH2:8][CH2:7]1. The catalyst class is: 506. (3) Reactant: [CH:1]1([N:7]2[C:19](=[O:20])[C:11]3[NH:12][C:13]4[CH:14]=[CH:15][CH:16]=[CH:17][C:18]=4[C:10]=3[NH:9][C:8]2=[S:21])[CH2:6][CH2:5][CH2:4][CH2:3][CH2:2]1.[OH-].[K+].Cl[CH2:25][C:26]([OH:28])=[O:27]. Product: [CH:1]1([N:7]2[C:19](=[O:20])[C:11]3[NH:12][C:13]4[CH:14]=[CH:15][CH:16]=[CH:17][C:18]=4[C:10]=3[N:9]=[C:8]2[S:21][CH2:25][C:26]([OH:28])=[O:27])[CH2:2][CH2:3][CH2:4][CH2:5][CH2:6]1. The catalyst class is: 14. (4) Reactant: [CH:1]([N:4]1[C:12]2[CH2:11][CH2:10][N:9](C(OC(C)(C)C)=O)[CH2:8][C:7]=2[C:6]([C:20]([O:22][CH2:23][CH3:24])=[O:21])=[N:5]1)([CH3:3])[CH3:2].Cl. Product: [CH:1]([N:4]1[C:12]2[CH2:11][CH2:10][NH:9][CH2:8][C:7]=2[C:6]([C:20]([O:22][CH2:23][CH3:24])=[O:21])=[N:5]1)([CH3:3])[CH3:2]. The catalyst class is: 12. (5) Reactant: [CH2:1]([O:8][C:9]([NH:11][CH2:12][CH2:13][CH2:14][CH2:15][CH2:16][CH2:17][CH2:18][CH2:19][CH2:20][CH2:21][C:22]([OH:24])=[O:23])=[O:10])[C:2]1[CH:7]=[CH:6][CH:5]=[CH:4][CH:3]=1.[C:25]([O-])([O-])=O.[Cs+].[Cs+].CI. Product: [CH2:1]([O:8][C:9]([NH:11][CH2:12][CH2:13][CH2:14][CH2:15][CH2:16][CH2:17][CH2:18][CH2:19][CH2:20][CH2:21][C:22]([O:24][CH3:25])=[O:23])=[O:10])[C:2]1[CH:3]=[CH:4][CH:5]=[CH:6][CH:7]=1. The catalyst class is: 3. (6) Reactant: [F:1][C:2]1[CH:23]=[C:22]([F:24])[CH:21]=[C:20]([F:25])[C:3]=1[C:4]([NH:6][C:7]1[CH:12]=[CH:11][CH:10]=[C:9]([O:13][CH:14]2[CH2:19][CH2:18][NH:17][CH2:16][CH2:15]2)[N:8]=1)=[O:5].C([O-])(O)=O.[Na+].[CH:31]([N:34]1[CH:38]=[C:37]([CH2:39][CH2:40]OS(C)(=O)=O)[CH:36]=[N:35]1)([CH3:33])[CH3:32]. The catalyst class is: 3. Product: [F:25][C:20]1[CH:21]=[C:22]([F:24])[CH:23]=[C:2]([F:1])[C:3]=1[C:4]([NH:6][C:7]1[CH:12]=[CH:11][CH:10]=[C:9]([O:13][CH:14]2[CH2:15][CH2:16][N:17]([CH2:40][CH2:39][C:37]3[CH:36]=[N:35][N:34]([CH:31]([CH3:33])[CH3:32])[CH:38]=3)[CH2:18][CH2:19]2)[N:8]=1)=[O:5]. (7) Reactant: Br[C:2]1[CH:7]=[CH:6][C:5]([C:8]2[C:14]3[CH:15]=[C:16]([O:21][CH3:22])[C:17]([O:19][CH3:20])=[CH:18][C:13]=3[CH2:12][CH:11]([CH3:23])[N:10]([C:24]([NH:26][CH3:27])=[O:25])[N:9]=2)=[CH:4][CH:3]=1.[NH:28]1[CH2:33][CH2:32][O:31][CH2:30][CH2:29]1.CC(C)([O-])C.[Na+].C1(P(C2CCCCC2)C2C=CC=CC=2C2C(C(C)C)=CC(C(C)C)=CC=2C(C)C)CCCCC1. Product: [CH3:20][O:19][C:17]1[C:16]([O:21][CH3:22])=[CH:15][C:14]2[C:8]([C:5]3[CH:6]=[CH:7][C:2]([N:28]4[CH2:33][CH2:32][O:31][CH2:30][CH2:29]4)=[CH:3][CH:4]=3)=[N:9][N:10]([C:24]([NH:26][CH3:27])=[O:25])[CH:11]([CH3:23])[CH2:12][C:13]=2[CH:18]=1. The catalyst class is: 101. (8) Reactant: [C:1]1([CH:7]([NH2:9])[CH3:8])[CH:6]=[CH:5][CH:4]=[CH:3][CH:2]=1.Cl[C:11]1[N:16]=[C:15]([NH:17][C:18]2[CH:22]=[C:21]([CH:23]3[CH2:25][CH2:24]3)[NH:20][N:19]=2)[C:14]([Cl:26])=[CH:13][N:12]=1. Product: [Cl:26][C:14]1[C:15]([NH:17][C:18]2[CH:22]=[C:21]([CH:23]3[CH2:25][CH2:24]3)[NH:20][N:19]=2)=[N:16][C:11]([NH:9][CH:7]([C:1]2[CH:6]=[CH:5][CH:4]=[CH:3][CH:2]=2)[CH3:8])=[N:12][CH:13]=1. The catalyst class is: 51. (9) Reactant: C(OC(=O)[NH:7][C:8]1[CH:13]=[C:12]([N:14]([CH3:16])[CH3:15])[C:11]([C:17]([F:20])([F:19])[F:18])=[CH:10][C:9]=1[NH:21][C:22](=[O:33])[CH2:23][C:24]([C:26]1[CH:31]=[CH:30][CH:29]=[C:28]([Br:32])[CH:27]=1)=O)(C)(C)C.C(O)(C(F)(F)F)=O. Product: [Br:32][C:28]1[CH:27]=[C:26]([C:24]2[CH2:23][C:22](=[O:33])[NH:21][C:9]3[CH:10]=[C:11]([C:17]([F:20])([F:19])[F:18])[C:12]([N:14]([CH3:16])[CH3:15])=[CH:13][C:8]=3[N:7]=2)[CH:31]=[CH:30][CH:29]=1. The catalyst class is: 2. (10) Reactant: C([O:3][C:4]([C:6]1[CH:11]=[CH:10][C:9]([C:12]2[CH:17]=[CH:16][C:15]([F:18])=[CH:14][CH:13]=2)=[C:8]([O:19][CH2:20][CH3:21])[CH:7]=1)=O)C.[H-].C([Al+]CC(C)C)C(C)C.Cl. Product: [CH2:20]([O:19][C:8]1[CH:7]=[C:6]([CH2:4][OH:3])[CH:11]=[CH:10][C:9]=1[C:12]1[CH:13]=[CH:14][C:15]([F:18])=[CH:16][CH:17]=1)[CH3:21]. The catalyst class is: 1.